Dataset: Forward reaction prediction with 1.9M reactions from USPTO patents (1976-2016). Task: Predict the product of the given reaction. (1) Given the reactants [C:1]([O:5][C:6]([C:8]1[O:9][C:10]2[CH:17]=[CH:16][CH:15]=[C:14](OS(C(F)(F)F)(=O)=O)[C:11]=2[C:12]=1[CH3:13])=[O:7])([CH3:4])([CH3:3])[CH3:2].C([O-])([O-])=O.[K+].[K+].[C:32]1(B(O)O)[CH:37]=[CH:36][CH:35]=[CH:34][CH:33]=1.COCCOC, predict the reaction product. The product is: [C:1]([O:5][C:6]([C:8]1[O:9][C:10]2[CH:17]=[CH:16][CH:15]=[C:14]([C:32]3[CH:37]=[CH:36][CH:35]=[CH:34][CH:33]=3)[C:11]=2[C:12]=1[CH3:13])=[O:7])([CH3:4])([CH3:3])[CH3:2]. (2) Given the reactants [NH2:1][C:2]1[CH:7]=[C:6]([C:8]#[N:9])[CH:5]=[CH:4][N:3]=1.Cl.[NH2:11][OH:12].C(=O)([O-])[O-].[Na+].[Na+], predict the reaction product. The product is: [NH2:1][C:2]1[CH:7]=[C:6]([C:8]([NH:11][OH:12])=[NH:9])[CH:5]=[CH:4][N:3]=1. (3) The product is: [N:21]1[CH:22]=[CH:23][C:18]([CH2:17][O:16][C:15](=[O:24])[NH:14][C@:4]([CH2:5][C:6]2[CH:11]=[CH:10][C:9]([OH:12])=[CH:8][CH:7]=2)([CH3:13])[C:1]([NH:65][CH2:58][C:59]2[CH:64]=[CH:63][CH:62]=[CH:61][CH:60]=2)=[O:3])=[CH:19][CH:20]=1. Given the reactants [C:1]([C@:4]([NH:14][C:15](=[O:24])[O:16][CH2:17][C:18]1[CH:23]=[CH:22][N:21]=[CH:20][CH:19]=1)([CH3:13])[CH2:5][C:6]1[CH:11]=[CH:10][C:9]([OH:12])=[CH:8][CH:7]=1)([OH:3])=O.CCN(C(C)C)C(C)C.CN(C(ON1N=NC2C=CC=CC1=2)=[N+](C)C)C.F[P-](F)(F)(F)(F)F.[CH2:58]([NH2:65])[C:59]1[CH:64]=[CH:63][CH:62]=[CH:61][CH:60]=1, predict the reaction product. (4) Given the reactants [CH2:1]([C:5]1[N:6]([CH2:13][C:14]2[CH:19]=[CH:18][C:17]([C:20]3[CH:25]=[CH:24][CH:23]=[CH:22][C:21]=3[C:26]3[NH:30][N:29]=[N:28][N:27]=3)=[CH:16][CH:15]=2)[C:7]([CH2:11][OH:12])=[C:8]([Cl:10])[N:9]=1)[CH2:2][CH2:3][CH3:4].FC1C([O:38][C:39](=O)[CH2:40][CH2:41][CH2:42][O:43][N+:44]([O-:46])=[O:45])=C(F)C(F)=C(F)C=1F, predict the reaction product. The product is: [CH2:1]([C:5]1[N:6]([CH2:13][C:14]2[CH:19]=[CH:18][C:17]([C:20]3[CH:25]=[CH:24][CH:23]=[CH:22][C:21]=3[C:26]3[NH:30][N:29]=[N:28][N:27]=3)=[CH:16][CH:15]=2)[C:7]([CH2:11][O:12][C:39]([CH2:40][CH2:41][CH2:42][O:43][N+:44]([O-:46])=[O:45])=[O:38])=[C:8]([Cl:10])[N:9]=1)[CH2:2][CH2:3][CH3:4].